From a dataset of Catalyst prediction with 721,799 reactions and 888 catalyst types from USPTO. Predict which catalyst facilitates the given reaction. Reactant: [NH2:1][CH:2]([CH3:13])[CH:3]([C:5]1[CH:10]=[CH:9][C:8]([O:11][CH3:12])=[CH:7][CH:6]=1)[OH:4].[OH-].[Na+].[Cl:16][CH2:17][C:18](Cl)=[O:19]. Product: [Cl:16][CH2:17][C:18]([NH:1][CH:2]([CH3:13])[CH:3]([OH:4])[C:5]1[CH:10]=[CH:9][C:8]([O:11][CH3:12])=[CH:7][CH:6]=1)=[O:19]. The catalyst class is: 232.